Dataset: Reaction yield outcomes from USPTO patents with 853,638 reactions. Task: Predict the reaction yield, written as a fraction of the theoretical maximum amount of product (1.0 means a 100% yield; for example, 0.34 means a 34% yield). (1) The reactants are [N+:1]([C:4]1[CH:17]=[CH:16][C:7]([CH2:8][CH:9]([C:13]([NH2:15])=[O:14])[C:10]([NH2:12])=[O:11])=[CH:6][CH:5]=1)([O-])=O. The catalyst is [Pd].C(OCC)(=O)C.C(O)C. The product is [NH2:1][C:4]1[CH:5]=[CH:6][C:7]([CH2:8][CH:9]([C:10]([NH2:12])=[O:11])[C:13]([NH2:15])=[O:14])=[CH:16][CH:17]=1. The yield is 0.490. (2) The product is [Br:12][C:13]1[CH:14]=[C:15]([CH:16]=[CH:17][CH:18]=1)[CH2:19][N:6]1[C:2]([CH3:1])=[N:3][C:4]([C:7]([O:9][CH2:10][CH3:11])=[O:8])=[N:5]1. The catalyst is C1COCC1. The reactants are [CH3:1][C:2]1[NH:6][N:5]=[C:4]([C:7]([O:9][CH2:10][CH3:11])=[O:8])[N:3]=1.[Br:12][C:13]1[CH:18]=[CH:17][CH:16]=[C:15]([CH2:19]Br)[CH:14]=1.C([O-])([O-])=O.[K+].[K+]. The yield is 0.600. (3) The reactants are [OH:1][CH2:2][C:3]1[C:4]([C:23]2[CH:28]=[CH:27][C:26]([CH3:29])=[CH:25][CH:24]=2)=[C:5]([CH2:14][NH:15][C:16](=[O:22])[O:17][C:18]([CH3:21])([CH3:20])[CH3:19])[C:6]([CH2:10][CH:11]([CH3:13])[CH3:12])=[N:7][C:8]=1[CH3:9].O[C:31]1[C:35]([CH2:36][C:37]([O:39][CH3:40])=[O:38])=[CH:34][N:33]([CH3:41])[N:32]=1.C(P(CCCC)CCCC)CCC.N(C(N1CCCCC1)=O)=NC(N1CCCCC1)=O. The catalyst is O1CCCC1. The product is [C:18]([O:17][C:16]([NH:15][CH2:14][C:5]1[C:4]([C:23]2[CH:24]=[CH:25][C:26]([CH3:29])=[CH:27][CH:28]=2)=[C:3]([CH2:2][O:1][C:31]2[C:35]([CH2:36][C:37]([O:39][CH3:40])=[O:38])=[CH:34][N:33]([CH3:41])[N:32]=2)[C:8]([CH3:9])=[N:7][C:6]=1[CH2:10][CH:11]([CH3:13])[CH3:12])=[O:22])([CH3:19])([CH3:20])[CH3:21]. The yield is 0.860.